This data is from Forward reaction prediction with 1.9M reactions from USPTO patents (1976-2016). The task is: Predict the product of the given reaction. (1) Given the reactants [C:1]([O:5][C:6]([N:8]1[CH2:13][CH2:12][CH:11]([C:14]2[NH:18][N:17]=[N:16][N:15]=2)[CH2:10][CH2:9]1)=[O:7])([CH3:4])([CH3:3])[CH3:2].[H-].[Na+].[CH2:21](Br)[C:22]1[CH:27]=[CH:26][CH:25]=[CH:24][CH:23]=1, predict the reaction product. The product is: [C:1]([O:5][C:6]([N:8]1[CH2:9][CH2:10][CH:11]([C:14]2[N:15]=[N:16][N:17]([CH2:21][C:22]3[CH:27]=[CH:26][CH:25]=[CH:24][CH:23]=3)[N:18]=2)[CH2:12][CH2:13]1)=[O:7])([CH3:4])([CH3:2])[CH3:3]. (2) The product is: [F:31][C:25]1[CH:24]=[C:23]([C@H:22]2[NH:7][C@@H:8]([C@H:9]([OH:11])[CH3:10])[CH2:19][O:20][CH2:21]2)[CH:28]=[C:27]([F:29])[C:26]=1[F:30]. Given the reactants C(OC(=O)[NH:7][C@H:8]([CH2:19][O:20][CH2:21][C:22](=O)[C:23]1[CH:28]=[C:27]([F:29])[C:26]([F:30])=[C:25]([F:31])[CH:24]=1)[C@H:9]([O:11]CC1C=CC=CC=1)[CH3:10])(C)(C)C.Cl.C(OCC)(=O)C, predict the reaction product. (3) Given the reactants O=C1[CH2:7][CH:6]([C:8]([OH:10])=[O:9])[CH2:5]CN1.[H-].[Na+].I[CH3:14].[CH3:15][N:16]([CH:18]=[O:19])[CH3:17], predict the reaction product. The product is: [CH3:15][N:16]1[CH2:17][CH2:5][CH:6]([C:8]([O:10][CH3:14])=[O:9])[CH2:7][C:18]1=[O:19].